Predict the reactants needed to synthesize the given product. From a dataset of Full USPTO retrosynthesis dataset with 1.9M reactions from patents (1976-2016). (1) Given the product [CH3:2][O:3][C:4](=[O:22])/[CH:5]=[CH:6]/[C:7]1[CH:8]=[C:9]2[C:18](=[CH:19][CH:20]=1)[O:17][C:12]1([CH2:16][CH2:15][N:14]([CH2:28][C:27]3[CH:30]=[CH:31][C:24]([F:23])=[CH:25][CH:26]=3)[CH2:13]1)[CH2:11][C:10]2=[O:21], predict the reactants needed to synthesize it. The reactants are: Cl.[CH3:2][O:3][C:4](=[O:22])/[CH:5]=[CH:6]/[C:7]1[CH:8]=[C:9]2[C:18](=[CH:19][CH:20]=1)[O:17][C:12]1([CH2:16][CH2:15][NH:14][CH2:13]1)[CH2:11][C:10]2=[O:21].[F:23][C:24]1[CH:31]=[CH:30][C:27]([CH:28]=O)=[CH:26][CH:25]=1.[BH-](OC(C)=O)(OC(C)=O)OC(C)=O.[Na+]. (2) Given the product [F:30][C:27]([F:28])([F:29])[C:25]1[CH:24]=[C:14]([CH:13]=[C:12]([C:11]([F:10])([F:32])[F:31])[CH:26]=1)[CH2:15][N:16]1[C:20]([Cl:21])=[C:19]([CH:22]([OH:23])[C:9]#[C:8][C:3]2[CH:4]=[CH:5][CH:6]=[CH:7][C:2]=2[Cl:1])[N:18]=[N:17]1, predict the reactants needed to synthesize it. The reactants are: [Cl:1][C:2]1[CH:7]=[CH:6][CH:5]=[CH:4][C:3]=1[C:8]#[CH:9].[F:10][C:11]([F:32])([F:31])[C:12]1[CH:13]=[C:14]([CH:24]=[C:25]([C:27]([F:30])([F:29])[F:28])[CH:26]=1)[CH2:15][N:16]1[C:20]([Cl:21])=[C:19]([CH:22]=[O:23])[N:18]=[N:17]1.O.Cl. (3) Given the product [C:1]([O:5][C:6](=[O:42])[CH2:7][CH2:8][C:9]1[CH:14]=[CH:13][C:12]([O:15][CH2:16][CH2:17][C:18]2[N:19]=[C:20]([C:24]3[CH:29]=[CH:28][C:27]([N:50]4[CH2:55][CH2:54][O:53][CH2:52][CH2:51]4)=[CH:26][CH:25]=3)[O:21][C:22]=2[CH3:23])=[CH:11][C:10]=1[CH2:31][O:32][C:33](=[O:41])[NH:34][CH:35]1[CH2:40][CH2:39][CH2:38][CH2:37][CH2:36]1)([CH3:4])([CH3:3])[CH3:2], predict the reactants needed to synthesize it. The reactants are: [C:1]([O:5][C:6](=[O:42])[CH2:7][CH2:8][C:9]1[CH:14]=[CH:13][C:12]([O:15][CH2:16][CH2:17][C:18]2[N:19]=[C:20]([C:24]3[CH:29]=[CH:28][C:27](Br)=[CH:26][CH:25]=3)[O:21][C:22]=2[CH3:23])=[CH:11][C:10]=1[CH2:31][O:32][C:33](=[O:41])[NH:34][CH:35]1[CH2:40][CH2:39][CH2:38][CH2:37][CH2:36]1)([CH3:4])([CH3:3])[CH3:2].C1(C)C=CC=CC=1.[NH:50]1[CH2:55][CH2:54][O:53][CH2:52][CH2:51]1.CC(C)([O-])C.[Na+]. (4) Given the product [F:1][C:2]1[CH:3]=[C:4]([C@H:9]2[N:14]([CH2:15][C:16]([OH:18])=[O:17])[C:13](=[O:21])[C:12]([CH3:23])([CH3:22])[O:11][CH2:10]2)[CH:5]=[C:6]([F:8])[CH:7]=1, predict the reactants needed to synthesize it. The reactants are: [F:1][C:2]1[CH:3]=[C:4]([C@H:9]2[N:14]([CH2:15][C:16]([O:18]CC)=[O:17])[C:13](=[O:21])[C:12]([CH3:23])([CH3:22])[O:11][CH2:10]2)[CH:5]=[C:6]([F:8])[CH:7]=1.[Li+].[OH-]. (5) Given the product [Cl:18][C:15]1[CH:14]=[CH:13][C:12]([C:9]2([F:11])[CH2:10][CH:8]2[NH2:7])=[CH:17][CH:16]=1, predict the reactants needed to synthesize it. The reactants are: C(OC(=O)[NH:7][CH:8]1[CH2:10][C:9]1([C:12]1[CH:17]=[CH:16][C:15]([Cl:18])=[CH:14][CH:13]=1)[F:11])(C)(C)C.Cl.O. (6) Given the product [CH3:1][O:2][C:3]1[CH:4]=[C:5]([CH:9]2[O:14][CH2:13][CH2:12][NH:11][CH2:10]2)[CH:6]=[CH:7][CH:8]=1, predict the reactants needed to synthesize it. The reactants are: [CH3:1][O:2][C:3]1[CH:4]=[C:5]([CH:9]2[O:14][CH2:13][CH2:12][N:11](S(C3C=CC([N+]([O-])=O)=CC=3)(=O)=O)[CH2:10]2)[CH:6]=[CH:7][CH:8]=1.[Li+].[OH-].C(S)CC. (7) Given the product [CH3:15][O:14][C:12]([C:9]1[CH:10]=[CH:11][C:6]([CH:2]([NH:16][C:17]2[CH:22]=[CH:21][CH:20]=[CH:19][CH:18]=2)[C:3]([OH:5])=[O:4])=[CH:7][CH:8]=1)=[O:13].[CH2:24]([N:25]([CH:29]([CH3:31])[CH3:30])[CH:26]([CH3:28])[CH3:27])[CH3:23], predict the reactants needed to synthesize it. The reactants are: Br[CH:2]([C:6]1[CH:11]=[CH:10][C:9]([C:12]([O:14][CH3:15])=[O:13])=[CH:8][CH:7]=1)[C:3]([OH:5])=[O:4].[NH2:16][C:17]1[CH:22]=[CH:21][CH:20]=[CH:19][CH:18]=1.[CH3:23][CH2:24][N:25]([CH:29]([CH3:31])[CH3:30])[CH:26]([CH3:28])[CH3:27].